Dataset: Forward reaction prediction with 1.9M reactions from USPTO patents (1976-2016). Task: Predict the product of the given reaction. (1) Given the reactants [Cl:1][C:2]1[CH:7]=[CH:6][C:5]([C:8]2[NH:9][C:10]3[N:11]([N:15]=[CH:16][C:17]=3[C:18]([OH:20])=O)[C:12](=[O:14])[CH:13]=2)=[CH:4][C:3]=1[O:21][CH3:22].C1N=CN(C(N2C=NC=C2)=O)C=1.[CH2:35]([NH2:38])[C:36]#[CH:37], predict the reaction product. The product is: [Cl:1][C:2]1[CH:7]=[CH:6][C:5]([C:8]2[NH:9][C:10]3[N:11]([N:15]=[CH:16][C:17]=3[C:18]([NH:38][CH2:35][C:36]#[CH:37])=[O:20])[C:12](=[O:14])[CH:13]=2)=[CH:4][C:3]=1[O:21][CH3:22]. (2) Given the reactants [CH3:1][C:2]1([CH3:31])[NH:7][C:6](=[O:8])[C:5]2[S:9][C:10]([N:12]3[CH2:17][CH2:16][O:15][C:14]4[CH:18]=[CH:19][C:20](B5OC(C)(C)C(C)(C)O5)=[CH:21][C:13]3=4)=[N:11][C:4]=2[CH2:3]1.Br[C:33]1[CH:34]=[C:35]2[C:40](=[CH:41][CH:42]=1)[O:39][CH:38]=[CH:37][C:36]2=[O:43], predict the reaction product. The product is: [CH3:1][C:2]1([CH3:31])[NH:7][C:6](=[O:8])[C:5]2[S:9][C:10]([N:12]3[CH2:17][CH2:16][O:15][C:14]4[CH:18]=[CH:19][C:20]([C:33]5[CH:34]=[C:35]6[C:40](=[CH:41][CH:42]=5)[O:39][CH:38]=[CH:37][C:36]6=[O:43])=[CH:21][C:13]3=4)=[N:11][C:4]=2[CH2:3]1. (3) Given the reactants [C:1]1([N:7]2[C:12](=[O:13])[C:11]3[S:14][CH:15]=[C:16]([C:17]4[CH:22]=[CH:21][CH:20]=[CH:19][CH:18]=4)[C:10]=3[N:9]=[CH:8]2)[CH:6]=[CH:5][CH:4]=[CH:3][CH:2]=1.NC1C(C2C=CC=C[C:30]=2[O:35]C)=CSC=1C(OC)=O.[CH:41](OCC)(OCC)[O:42]CC.COC1C=CC(N)=CC=1, predict the reaction product. The product is: [CH3:30][O:35][C:22]1[CH:21]=[CH:20][CH:19]=[CH:18][C:17]=1[C:16]1[C:10]2[N:9]=[CH:8][N:7]([C:1]3[CH:6]=[CH:5][C:4]([O:42][CH3:41])=[CH:3][CH:2]=3)[C:12](=[O:13])[C:11]=2[S:14][CH:15]=1. (4) Given the reactants CN(C)S([N:6]1[C:10]([C:11](=[O:23])[CH2:12][CH2:13][CH2:14][O:15][CH2:16][C:17]2[CH:22]=[CH:21][CH:20]=[CH:19][CH:18]=2)=[CH:9][N:8]=[C:7]1[Si](C(C)(C)C)(C)C)(=O)=O.Cl, predict the reaction product. The product is: [CH2:16]([O:15][CH2:14][CH2:13][CH2:12][C:11]([C:10]1[N:6]=[CH:7][NH:8][CH:9]=1)=[O:23])[C:17]1[CH:18]=[CH:19][CH:20]=[CH:21][CH:22]=1.